The task is: Predict which catalyst facilitates the given reaction.. This data is from Catalyst prediction with 721,799 reactions and 888 catalyst types from USPTO. Reactant: ClC(OCC(C)C)=O.[C:9]([O:13][C:14]([N:16]1[CH2:21][CH2:20][N:19]([C:22]([O:24][C:25]([CH3:28])([CH3:27])[CH3:26])=[O:23])[CH2:18][CH:17]1[C:29](O)=[O:30])=[O:15])([CH3:12])([CH3:11])[CH3:10].C(N(CC)CC)C.[NH3:39]. Product: [NH2:39][C:29]([CH:17]1[CH2:18][N:19]([C:22]([O:24][C:25]([CH3:28])([CH3:26])[CH3:27])=[O:23])[CH2:20][CH2:21][N:16]1[C:14]([O:13][C:9]([CH3:12])([CH3:11])[CH3:10])=[O:15])=[O:30]. The catalyst class is: 118.